The task is: Predict the reaction yield, written as a fraction of the theoretical maximum amount of product (1.0 means a 100% yield; for example, 0.34 means a 34% yield).. This data is from Reaction yield outcomes from USPTO patents with 853,638 reactions. (1) The reactants are Br[C:2]1[CH:19]=[CH:18][C:5]([C:6]([NH:8][CH2:9][CH2:10][C:11]2[CH:16]=[CH:15][C:14]([Cl:17])=[CH:13][CH:12]=2)=[O:7])=[CH:4][C:3]=1[CH3:20].[Cl:21][C:22]1[CH:23]=[C:24]2[C:29](=[CH:30][C:31]=1[OH:32])[O:28][CH2:27][CH2:26][CH:25]2[C:33]([O:35][CH2:36][CH3:37])=[O:34].CN(C)CC(O)=O.C(=O)([O-])[O-].[Cs+].[Cs+]. The catalyst is O1CCOCC1.[Cu]Cl. The product is [Cl:21][C:22]1[CH:23]=[C:24]2[C:29](=[CH:30][C:31]=1[O:32][C:2]1[CH:19]=[CH:18][C:5]([C:6](=[O:7])[NH:8][CH2:9][CH2:10][C:11]3[CH:16]=[CH:15][C:14]([Cl:17])=[CH:13][CH:12]=3)=[CH:4][C:3]=1[CH3:20])[O:28][CH2:27][CH2:26][CH:25]2[C:33]([O:35][CH2:36][CH3:37])=[O:34]. The yield is 0.210. (2) The reactants are N([C:10]([CH3:16])(C)[C:11]([O:13][CH3:14])=O)=N[C:10](C)([CH3:16])[C:11]([O:13][CH3:14])=O.[OH2:17].CO.C[C:21](=[O:24])[CH2:22]C. The yield is 0.600. The product is [C:21]([O:24][CH:10]([CH3:16])[CH2:11][O:13][CH3:14])(=[O:17])[CH3:22]. The catalyst is CCCCCC. (3) The reactants are [CH2:1]([NH2:3])[CH3:2].[CH3:4][CH2:5][NH:6][C:7]([C@H:9]1[O:13][C@@H:12]([N:14]2[C:18]3[N:19]=[C:20]([C:24]#[C:25][CH2:26][CH:27]4[CH2:32][CH2:31][CH:30]([C:33](OC)=[O:34])[CH2:29][CH2:28]4)[N:21]=[C:22]([NH2:23])[C:17]=3[N:16]=[CH:15]2)[C@H:11]([OH:37])[C@@H:10]1[OH:38])=[O:8]. No catalyst specified. The product is [CH2:5]([NH:6][C:7]([CH:9]1[CH:10]([OH:38])[CH:11]([OH:37])[CH:12]([N:14]2[CH:15]=[N:16][C:17]3[C:18]2=[N:19][C:20]([C:24]#[C:25][CH2:26][CH:27]2[CH2:32][CH2:31][CH:30]([C:33](=[O:34])[NH:3][CH2:1][CH3:2])[CH2:29][CH2:28]2)=[N:21][C:22]=3[NH2:23])[O:13]1)=[O:8])[CH3:4]. The yield is 0.730. (4) The reactants are [CH3:1][O:2][C:3]1[CH:4]=[CH:5][C:6]2[N:7]([CH3:20])[C:8]3[C:13]([S:14][C:15]=2[CH:16]=1)=[CH:12][C:11]([N+:17]([O-])=O)=[CH:10][CH:9]=3. The catalyst is [Pd].C(O)C. The product is [CH3:1][O:2][C:3]1[CH:16]=[C:15]2[C:6](=[CH:5][CH:4]=1)[N:7]([CH3:20])[C:8]1[CH:9]=[CH:10][C:11]([NH2:17])=[CH:12][C:13]=1[S:14]2. The yield is 0.800. (5) The reactants are [Cl:1][C:2]1[CH:3]=[C:4]([NH:8][C:9]2[N:10]=[N:11][C:12]([NH:15][NH2:16])=[CH:13][CH:14]=2)[CH:5]=[CH:6][CH:7]=1.[NH:17]([C:23]([O:25][C:26]([CH3:29])([CH3:28])[CH3:27])=[O:24])[C@@H:18]([C:20](O)=[O:21])[CH3:19].CN(C(ON1N=NC2C=CC=CC1=2)=[N+](C)C)C.F[P-](F)(F)(F)(F)F.C(OCC)(=O)C. The catalyst is CN(C=O)C.CCN(C(C)C)C(C)C. The product is [Cl:1][C:2]1[CH:3]=[C:4]([NH:8][C:9]2[N:10]=[N:11][C:12]([NH:15][NH:16][C:20]([C@H:18]([NH:17][C:23](=[O:24])[O:25][C:26]([CH3:29])([CH3:28])[CH3:27])[CH3:19])=[O:21])=[CH:13][CH:14]=2)[CH:5]=[CH:6][CH:7]=1. The yield is 0.340. (6) The yield is 0.880. The catalyst is CO. The product is [OH:28][C@@H:13]1[CH2:14][CH2:15][C@H:10]([CH2:9][NH:8][C:6](=[O:7])[O:5][C:1]([CH3:4])([CH3:3])[CH3:2])[CH2:11][CH2:12]1. The reactants are [C:1]([O:5][C:6]([NH:8][CH2:9][C@@H:10]1[CH2:15][CH2:14][C@H:13](C2C=C([N+]([O-])=O)C=CC=2C([O-])=O)[CH2:12][CH2:11]1)=[O:7])([CH3:4])([CH3:3])[CH3:2].[OH-:28].[Na+]. (7) The reactants are [Cl:1][C:2]1[CH:3]=[C:4]2[C:12](=[CH:13][C:14]=1[Cl:15])[N:11](S(C1C=CC(C)=CC=1)(=O)=O)[C:10]1[C:9]([C:31]([F:34])([F:33])[F:32])([O:26][Si](C)(C)C)[CH:8]([F:35])[CH2:7][CH2:6][C:5]2=1.[OH-].[K+]. The catalyst is O. The product is [Cl:1][C:2]1[CH:3]=[C:4]2[C:12](=[CH:13][C:14]=1[Cl:15])[NH:11][C:10]1[C:9]([C:31]([F:32])([F:34])[F:33])([OH:26])[CH:8]([F:35])[CH2:7][CH2:6][C:5]2=1. The yield is 0.400. (8) The reactants are [CH3:1][C:2]1[NH:6][C:5]2[C:7]([C:17]([O:19][CH3:20])=[O:18])=[CH:8][C:9]([N:11]3[CH2:16][CH2:15][O:14][CH2:13][CH2:12]3)=[CH:10][C:4]=2[N:3]=1.Br[CH2:22][C:23]1[CH:28]=[CH:27][CH:26]=[C:25]([C:29]([F:32])([F:31])[F:30])[C:24]=1[CH3:33].C([O-])([O-])=O.[K+].[K+].O. The catalyst is CN(C=O)C.CO. The product is [CH3:1][C:2]1[N:3]([CH2:22][C:23]2[CH:28]=[CH:27][CH:26]=[C:25]([C:29]([F:30])([F:31])[F:32])[C:24]=2[CH3:33])[C:4]2[CH:10]=[C:9]([N:11]3[CH2:12][CH2:13][O:14][CH2:15][CH2:16]3)[CH:8]=[C:7]([C:17]([O:19][CH3:20])=[O:18])[C:5]=2[N:6]=1. The yield is 0.290. (9) The reactants are [Cl:1][C:2]1[CH:25]=[C:24]([Cl:26])[CH:23]=[CH:22][C:3]=1[CH2:4][N:5]1[C:9]([CH2:10][CH2:11][C:12]([O:14][CH2:15][CH3:16])=[O:13])=[CH:8][C:7]([O:17][CH2:18][C:19]([OH:21])=O)=[N:6]1.[C:27]([NH:30][NH2:31])(=[O:29])[CH3:28]. The catalyst is O1CCCC1. The product is [C:27]([NH:30][NH:31][C:19](=[O:21])[CH2:18][O:17][C:7]1[CH:8]=[C:9]([CH2:10][CH2:11][C:12]([O:14][CH2:15][CH3:16])=[O:13])[N:5]([CH2:4][C:3]2[CH:22]=[CH:23][C:24]([Cl:26])=[CH:25][C:2]=2[Cl:1])[N:6]=1)(=[O:29])[CH3:28]. The yield is 0.900. (10) The reactants are [Br:1][C:2]1[CH:3]=[C:4]2[C:9](=[CH:10][CH:11]=1)[N:8]=[CH:7][C:6](I)=[C:5]2[O:13][CH2:14][C@@H:15]1[CH2:19][CH2:18][CH2:17][NH:16]1.C(=O)([O-])[O-].[Cs+].[Cs+]. The catalyst is [Cu](I)I.CN(C)C=O. The yield is 0.540. The product is [Br:1][C:2]1[CH:11]=[CH:10][C:9]2[N:8]=[CH:7][C:6]3[N:16]4[CH2:17][CH2:18][CH2:19][C@H:15]4[CH2:14][O:13][C:5]=3[C:4]=2[CH:3]=1.